This data is from Peptide-MHC class I binding affinity with 185,985 pairs from IEDB/IMGT. The task is: Regression. Given a peptide amino acid sequence and an MHC pseudo amino acid sequence, predict their binding affinity value. This is MHC class I binding data. The peptide sequence is YTSKYPNL. The MHC is H-2-Kb with pseudo-sequence H-2-Kb. The binding affinity (normalized) is 0.713.